Binary Classification. Given a miRNA mature sequence and a target amino acid sequence, predict their likelihood of interaction. From a dataset of Experimentally validated miRNA-target interactions with 360,000+ pairs, plus equal number of negative samples. (1) The miRNA is hsa-miR-335-5p with sequence UCAAGAGCAAUAACGAAAAAUGU. The protein sequence of the target gene is MERMNWLSRLASRGPGHRIPQGANLQTPVMADPETCLMVFKNHWSQVVRILERQGPRAAPGGADDLSAVRNHTYQMLTLLAEDRAVPSAPTGPGPLLEFALHEDLLTRVLTWQLQWDELGDGVEERRAEQLKLFEMLVSEARQPLLRHGPVREALLTLLDACGRPVPSSPALDEGLVLLLSQLCVCVAQEPSLLEFFLQPPPEPGAAPRLLLFSRLVPFVHREGTLGQQARDALLLLMALSAGSPTVGRYIADHSYFCPVLATGLSALYSSLPRKIEVPGDDWHCLRREDWLGVPALALF.... Result: 1 (interaction). (2) The protein sequence of the target gene is MGSHMVWFLFLVSFFSVFPAPSESMVRHYKFNVVMKNVTRLCSSKPTVTVNGRYPGPTIYAREDDTLLIKVVNHVKYNVSIHWHGVRQVRTGWADGPAYITQCPIQPGQVYTYNYTLTGQRGTLWWHAHILWLRATVYGALVILPKRGVPYPFPKPDNEKVIVLGEWWKSDTENIINEALKSGLAPNVSDSHMINGHPGPVRNCPSQGYKLSVENGKTYLLRLVNAALNEELFFKVAGHIFTVVEVDAVYVKPFKTDTVLIAPGQTTNVLLTASKSAGKYLVTASPFMDAPIAVDNVTAT.... The miRNA is hsa-miR-4312 with sequence GGCCUUGUUCCUGUCCCCA. Result: 0 (no interaction). (3) The miRNA is hsa-miR-939-3p with sequence CCCUGGGCCUCUGCUCCCCAG. Result: 1 (interaction). The protein sequence of the target gene is MPSVCLLLLLFLAVGGALGNRPFRAFVVTDTTLTHLAVHRVTGEVFVGAVNRVFKLAPNLTELRAHVTGPVEDNARCYPPPSMRVCAHRLAPVDNINKLLLIDYAARRLVACGSIWQGICQFLRLDDLFKLGEPHHRKEHYLSGAQEPDSMAGVIVEQGQGPSKLFVGTAVDGKSEYFPTLSSRKLISDEDSADMFSLVYQDEFVSSQIKIPSDTLSLYPAFDIYYIYGFVSASFVYFLTLQLDTQQTLLDTAGEKFFTSKIVRMCAGDSEFYSYVEFPIGCSWRGVEYRLVQSAHLAKP.... (4) The miRNA is hsa-miR-20b-5p with sequence CAAAGUGCUCAUAGUGCAGGUAG. The protein sequence of the target gene is MTTYLEFIQQNEERDGVRFSWNVWPSSRLEATRMVVPVAALFTPLKERPDLPPIQYEPVLCSRTTCRAVLNPLCQVDYRAKLWACNFCYQRNQFPPSYAGISELNQPAELLPQFSSIEYVVLRGPQMPLIFLYVVDTCMEDEDLQALKESMQMSLSLLPPTALVGLITFGRMVQVHELGCEGISKSYVFRGTKDLSAKQLQEMLGLSKVPLTQATRGPQVQQPPPSNRFLQPVQKIDMNLTDLLGELQRDPWPVPQGKRPLRSSGVALSIAVGLLECTFPNTGARIMMFIGGPATQGPGM.... Result: 1 (interaction). (5) The miRNA is hsa-miR-616-5p with sequence ACUCAAAACCCUUCAGUGACUU. The protein sequence of the target gene is MGPPLPLLLLLLLLLPPRVLPAAPSSVPRGRQLPGRLGCLLEEGLCGASEACVNDGVFGRCQKVPAMDFYRYEVSPVALQRLRVALQKLSGTGFTWQDDYTQYVMDQELADLPKTYLRRPEASSPARPSKHSVGSERRYSREGGAALANALRRHLPFLEALSQAPASDVLARTHTAQDRPPAEGDDRFSESILTYVAHTSALTYPPGSRTQLREDLLPRTLGQLQPDELSPKVDSGVDRHHLMAALSAYAAQRPPAPPGEGSLEPQYLLRAPSRMPRPLLAPAAPQKWPSPLGDSEDPSS.... Result: 1 (interaction). (6) The miRNA is hsa-miR-1915-3p with sequence CCCCAGGGCGACGCGGCGGG. The protein sequence of the target gene is MTSKGPEEEHPSVTLFRQYLRIRTVQPKPDYGAAVAFFEETARQLGLGCQKVEVAPGYVVTVLTWPGTNPTLSSILLNSHTDVVPVFKEHWSHDPFEAFKDSEGYIYARGAQDMKCVSIQYLEAVRRLKVEGHRFPRTIHMTFVPDEEVGGHQGMELFVQRPEFHALRAGFALDEGIANPTDAFTVFYSERSPWWVRVTSTGRPGHASRFMEDTAAEKLHKVVNSILAFREKEWQRLQSNPHLKEGSVTSVNLTKLEGGVAYNVIPATMSASFDFRVAPDVDFKAFEEQLQSWCQAAGEG.... Result: 1 (interaction). (7) The miRNA is hsa-miR-6851-5p with sequence AGGAGGUGGUACUAGGGGCCAGC. The protein sequence of the target gene is MGAAVFFGCTFVAFGPAFALFLITVAGDPLRVIILVAGAFFWLVSLLLASVVWFILVHVTDRSDARLQYGLLIFGAAVSVLLQEVFRFAYYKLLKKADEGLASLSEDGRSPISIRQMAYVSGLSFGIISGVFSVINILADALGPGVVGIHGDSPYYFLTSAFLTAAIILLHTFWGVVFFDACERRRYWALGLVVGSHLLTSGLTFLNPWYEASLLPIYAVTVSMGLWAFITAGGSLRSIQRSLLCRRQEDSRVMVYSALRIPPED. Result: 1 (interaction).